Dataset: Forward reaction prediction with 1.9M reactions from USPTO patents (1976-2016). Task: Predict the product of the given reaction. (1) The product is: [C:62]([C:61]1[CH:64]=[CH:65][C:58]([C:52]2[N:53]=[C:54]([NH:56][CH3:57])[N:55]=[C:50]([N:46]3[CH2:47][CH2:48][CH2:49][C@@H:44]([NH:43][C:1](=[O:9])[C:2]4[CH:3]=[CH:4][CH:5]=[CH:6][CH:7]=4)[CH2:45]3)[CH:51]=2)=[CH:59][C:60]=1[F:66])#[N:63]. Given the reactants [C:1]([OH:9])(=O)[C:2]1[CH:7]=[CH:6][CH:5]=[CH:4][CH:3]=1.CN(C(ON1N=NC2C=CC=NC1=2)=[N+](C)C)C.F[P-](F)(F)(F)(F)F.CCN(C(C)C)C(C)C.[NH2:43][C@@H:44]1[CH2:49][CH2:48][CH2:47][N:46]([C:50]2[N:55]=[C:54]([NH:56][CH3:57])[N:53]=[C:52]([C:58]3[CH:65]=[CH:64][C:61]([C:62]#[N:63])=[C:60]([F:66])[CH:59]=3)[CH:51]=2)[CH2:45]1, predict the reaction product. (2) Given the reactants O=[C:2]1[CH2:7][CH2:6][N:5]([C:8]2[CH:22]=[CH:21][C:11]([C:12]([NH:14][CH2:15][C:16]([O:18][CH2:19][CH3:20])=[O:17])=[O:13])=[CH:10][CH:9]=2)[CH2:4][CH2:3]1.[NH2:23][CH2:24][C@@H:25]([C:27]1[CH:28]=[CH:29][C:30]([OH:38])=[C:31]([NH:33][S:34]([CH3:37])(=[O:36])=[O:35])[CH:32]=1)[OH:26], predict the reaction product. The product is: [CH2:19]([O:18][C:16](=[O:17])[CH2:15][NH:14][C:12](=[O:13])[C:11]1[CH:21]=[CH:22][C:8]([N:5]2[CH2:6][CH2:7][CH:2]([NH:23][CH2:24][C@H:25]([OH:26])[C:27]3[CH:28]=[CH:29][C:30]([OH:38])=[C:31]([NH:33][S:34]([CH3:37])(=[O:36])=[O:35])[CH:32]=3)[CH2:3][CH2:4]2)=[CH:9][CH:10]=1)[CH3:20]. (3) The product is: [CH:21]([C:19]1[N:18]=[CH:17][N:16]([C:9]([O:11][C:12]([CH3:13])([CH3:14])[CH3:15])=[O:10])[CH:20]=1)=[O:22]. Given the reactants [C:9](O[C:9]([O:11][C:12]([CH3:15])([CH3:14])[CH3:13])=[O:10])([O:11][C:12]([CH3:15])([CH3:14])[CH3:13])=[O:10].[NH:16]1[CH:20]=[C:19]([CH:21]=[O:22])[N:18]=[CH:17]1, predict the reaction product. (4) Given the reactants [CH:1]1([C:4]2[C:8]([O:9][C:10]3[CH:17]=[C:16]([CH3:18])[C:13]([C:14]#[N:15])=[C:12]([CH3:19])[CH:11]=3)=[C:7]([CH:20]3[CH2:22][CH2:21]3)[NH:6][N:5]=2)[CH2:3][CH2:2]1.C(=O)([O-])[O-].[K+].[K+].Br[C:30]1[CH:31]=[N:32][CH:33]=[CH:34][CH:35]=1.CN[C@@H]1CCCC[C@H]1NC, predict the reaction product. The product is: [CH:20]1([C:7]2[C:8]([O:9][C:10]3[CH:17]=[C:16]([CH3:18])[C:13]([C:14]#[N:15])=[C:12]([CH3:19])[CH:11]=3)=[C:4]([CH:1]3[CH2:3][CH2:2]3)[N:5]([C:30]3[CH:31]=[N:32][CH:33]=[CH:34][CH:35]=3)[N:6]=2)[CH2:22][CH2:21]1. (5) Given the reactants [NH2:1][C@@H:2]1[CH2:7][CH2:6][C@H:5]([NH:8][C:9](=[O:18])[C:10]2[CH:15]=[CH:14][C:13]([F:16])=[C:12]([Cl:17])[CH:11]=2)[CH2:4][CH2:3]1.Cl[C:20]1[N:25]=[C:24]([CH3:26])[C:23]([CH3:27])=[C:22]([CH3:28])[CH:21]=1, predict the reaction product. The product is: [ClH:17].[Cl:17][C:12]1[CH:11]=[C:10]([CH:15]=[CH:14][C:13]=1[F:16])[C:9]([NH:8][C@H:5]1[CH2:4][CH2:3][C@@H:2]([NH:1][C:20]2[CH:21]=[C:22]([CH3:28])[C:23]([CH3:27])=[C:24]([CH3:26])[N:25]=2)[CH2:7][CH2:6]1)=[O:18]. (6) Given the reactants [C:1]([O:5][C:6]([N:8]([CH2:19][C:20]1[CH:28]=[CH:27][C:23]([C:24]([OH:26])=O)=[CH:22][CH:21]=1)[C:9]1[CH:14]=[CH:13][C:12]([C:15]([CH3:18])([CH3:17])[CH3:16])=[CH:11][CH:10]=1)=[O:7])([CH3:4])([CH3:3])[CH3:2].OC1[C:38]2[N:37]=N[NH:35][C:34]=2C=CC=1.CCN=C=NCCCN(C)C.Cl.NCC#N.C(N(C(C)C)CC)(C)C, predict the reaction product. The product is: [C:1]([O:5][C:6](=[O:7])[N:8]([C:9]1[CH:14]=[CH:13][C:12]([C:15]([CH3:17])([CH3:18])[CH3:16])=[CH:11][CH:10]=1)[CH2:19][C:20]1[CH:28]=[CH:27][C:23]([C:24](=[O:26])[NH:37][CH2:38][C:34]#[N:35])=[CH:22][CH:21]=1)([CH3:3])([CH3:2])[CH3:4]. (7) Given the reactants [NH2:1][C:2]1[CH:3]=[C:4]2[C:9](=[C:10]([C:12]([N:14]([CH3:16])[CH3:15])=[O:13])[CH:11]=1)[N:8]=[CH:7][C:6]([C:17]#[N:18])=[C:5]2[NH:19][C:20]1[CH:25]=[CH:24][CH:23]=[C:22]([Cl:26])[CH:21]=1.[N:27]1([CH2:33][CH:34]=O)[CH2:32][CH2:31][O:30][CH2:29][CH2:28]1.C([O-])(O)=O.[Na+].[BH3-]C#N.[Na+], predict the reaction product. The product is: [Cl:26][C:22]1[CH:21]=[C:20]([NH:19][C:5]2[C:4]3[C:9](=[C:10]([C:12]([N:14]([CH3:15])[CH3:16])=[O:13])[CH:11]=[C:2]([NH:1][CH2:34][CH2:33][N:27]4[CH2:32][CH2:31][O:30][CH2:29][CH2:28]4)[CH:3]=3)[N:8]=[CH:7][C:6]=2[C:17]#[N:18])[CH:25]=[CH:24][CH:23]=1. (8) The product is: [CH3:25][C:22]1[N:23]=[CH:24][C:19]([CH2:18][NH:29][S:10]([NH:13][C:14](=[O:15])[O:8][CH2:1][C:2]2[CH:7]=[CH:6][CH:5]=[CH:4][CH:3]=2)(=[O:12])=[O:11])=[N:20][CH:21]=1. Given the reactants [CH2:1]([OH:8])[C:2]1[CH:7]=[CH:6][CH:5]=[CH:4][CH:3]=1.Cl[S:10]([N:13]=[C:14]=[O:15])(=[O:12])=[O:11].NC[CH2:18][C:19]1[CH:24]=[N:23][C:22]([CH3:25])=[CH:21][N:20]=1.Cl.C(#[N:29])C, predict the reaction product. (9) The product is: [NH:10]1[C:14]2=[N:15][CH:16]=[CH:17][C:18]([O:19][C:20]3[CH:26]=[CH:25][C:23]([NH2:24])=[CH:22][CH:21]=3)=[C:13]2[CH:12]=[CH:11]1. Given the reactants C(OC[N:10]1[C:14]2=[N:15][CH:16]=[CH:17][C:18]([O:19][C:20]3[CH:26]=[CH:25][C:23]([NH2:24])=[CH:22][CH:21]=3)=[C:13]2[CH:12]=[CH:11]1)C1C=CC=CC=1, predict the reaction product.